Predict the reaction yield, written as a fraction of the theoretical maximum amount of product (1.0 means a 100% yield; for example, 0.34 means a 34% yield). From a dataset of Reaction yield outcomes from USPTO patents with 853,638 reactions. The reactants are Br[C:2]1[CH:23]=[CH:22][C:5]2[C:6]3[N:7]=[C:8]([N:14]4[C:18]([CH:19]5[CH2:21][CH2:20]5)=[CH:17][N:16]=[N:15]4)[S:9][C:10]=3[CH2:11][CH2:12][O:13][C:4]=2[CH:3]=1.Cl.N[OH:26].F[B-](F)(F)F.C(P(C(C)(C)C)C(C)(C)C)(C)(C)C.[N:45]12[CH2:55]CCN=C1CCCCC2.CCN(C(C)C)C(C)C. The catalyst is O1CCOCC1.C(OCC)(=O)C.CS(C)=O.O.[C-]#[O+].[C-]#[O+].[C-]#[O+].[C-]#[O+].[C-]#[O+].[C-]#[O+].[Mo].CC1C(P(C2C([CH2-])=CC=CC=2)C2C(C)=CC=CC=2)=CC=CC=1.CC1C(P(C2C([CH2-])=CC=CC=2)C2C(C)=CC=CC=2)=CC=CC=1.CC(O)=O.CC(O)=O.[Pd].[Pd]. The product is [CH:19]1([C:18]2[N:14]([C:8]3[S:9][C:10]4[CH2:11][CH2:12][O:13][C:4]5[CH:3]=[C:2]([C:55]([NH2:45])=[O:26])[CH:23]=[CH:22][C:5]=5[C:6]=4[N:7]=3)[N:15]=[N:16][CH:17]=2)[CH2:21][CH2:20]1. The yield is 0.210.